From a dataset of Full USPTO retrosynthesis dataset with 1.9M reactions from patents (1976-2016). Predict the reactants needed to synthesize the given product. (1) Given the product [F:1][C:2]1[CH:7]=[CH:6][C:5]([NH:8][C:9]2[CH:14]=[CH:13][N:12]=[C:11]([NH:15][C:16]3[CH:17]=[CH:18][C:19]([S:22]([N:25]([CH3:32])[CH:26]4[CH2:31][CH2:30][N:29]([CH2:36][CH2:35][CH:34]([CH3:38])[CH3:33])[CH2:28][CH2:27]4)(=[O:23])=[O:24])=[CH:20][CH:21]=3)[N:10]=2)=[CH:4][CH:3]=1, predict the reactants needed to synthesize it. The reactants are: [F:1][C:2]1[CH:7]=[CH:6][C:5]([NH:8][C:9]2[CH:14]=[CH:13][N:12]=[C:11]([NH:15][C:16]3[CH:21]=[CH:20][C:19]([S:22]([N:25]([CH3:32])[CH:26]4[CH2:31][CH2:30][NH:29][CH2:28][CH2:27]4)(=[O:24])=[O:23])=[CH:18][CH:17]=3)[N:10]=2)=[CH:4][CH:3]=1.[CH3:33][CH:34]([CH3:38])[CH2:35][CH:36]=O. (2) Given the product [Cl:1][C:2]1[CH:3]=[C:4]2[C:13](=[C:14]3[C:19]=1[CH:18]=[CH:17][CH:16]=[N:15]3)[NH:12][S:11](=[O:21])(=[O:20])[C:10]1[C:5]2=[CH:6][C:7]([NH:23][CH:24]([CH2:27][OH:28])[CH2:25][OH:26])=[CH:8][CH:9]=1, predict the reactants needed to synthesize it. The reactants are: [Cl:1][C:2]1[CH:3]=[C:4]2[C:13](=[C:14]3[C:19]=1[CH:18]=[CH:17][CH:16]=[N:15]3)[NH:12][S:11](=[O:21])(=[O:20])[C:10]1[C:5]2=[CH:6][C:7](F)=[CH:8][CH:9]=1.[NH2:23][CH:24]([CH2:27][OH:28])[CH2:25][OH:26]. (3) Given the product [CH3:1][C:2]1[N:21]([C:20]2[CH:22]=[CH:23][CH:24]=[C:18]([C:17]([F:16])([F:25])[F:26])[CH:19]=2)[C:4](=[O:15])[C:5]2[C:6](=[CH:8][CH:9]=[CH:10][C:11]=2[N+:12]([O-:14])=[O:13])[N:7]=1, predict the reactants needed to synthesize it. The reactants are: [CH3:1][C:2]1O[C:4](=[O:15])[C:5]2[C:11]([N+:12]([O-:14])=[O:13])=[CH:10][CH:9]=[CH:8][C:6]=2[N:7]=1.[F:16][C:17]([F:26])([F:25])[C:18]1[CH:19]=[C:20]([CH:22]=[CH:23][CH:24]=1)[NH2:21]. (4) Given the product [C:1]([C:4]1[C:22](=[O:23])[C@@:8]2([CH3:24])[C:9]3[C:15]([OH:16])=[CH:14][C:13]([O:17][CH3:18])=[C:12]([C:19]([NH:21][CH2:36][C:35]4[C:38]([CH3:40])=[CH:39][C:32]([O:31][CH2:26][C:27]#[C:28][CH2:29][CH3:30])=[C:33]([CH3:42])[C:34]=4[CH3:41])=[O:20])[C:10]=3[O:11][C:7]2=[CH:6][C:5]=1[OH:25])(=[O:3])[CH3:2], predict the reactants needed to synthesize it. The reactants are: [C:1]([C:4]1[C:22](=[O:23])[C@@:8]2([CH3:24])[C:9]3[C:15]([OH:16])=[CH:14][C:13]([O:17][CH3:18])=[C:12]([C:19]([NH2:21])=[O:20])[C:10]=3[O:11][C:7]2=[CH:6][C:5]=1[OH:25])(=[O:3])[CH3:2].[CH2:26]([O:31][C:32]1[CH:39]=[C:38]([CH3:40])[C:35]([CH:36]=O)=[C:34]([CH3:41])[C:33]=1[CH3:42])[C:27]#[C:28][CH2:29][CH3:30].C([SiH](CC)CC)C.FC(F)(F)C(O)=O. (5) Given the product [C:7]([C:6]1[CH:9]=[C:2]([C:32]2[CH:33]=[CH:34][C:29]([C:27]([O:26][CH3:25])=[O:28])=[CH:30][CH:31]=2)[CH:3]=[CH:4][C:5]=1[O:10][CH2:11][CH:12]1[CH2:17][CH2:16][N:15]([CH2:18][C:19]([CH2:23][CH3:24])([F:22])[CH2:20][CH3:21])[CH2:14][CH2:13]1)#[N:8], predict the reactants needed to synthesize it. The reactants are: Br[C:2]1[CH:3]=[CH:4][C:5]([O:10][CH2:11][CH:12]2[CH2:17][CH2:16][N:15]([CH2:18][C:19]([CH2:23][CH3:24])([F:22])[CH2:20][CH3:21])[CH2:14][CH2:13]2)=[C:6]([CH:9]=1)[C:7]#[N:8].[CH3:25][O:26][C:27]([C:29]1[CH:34]=[CH:33][C:32](B(O)O)=[CH:31][CH:30]=1)=[O:28].C([O-])([O-])=O.[Cs+].[Cs+]. (6) Given the product [NH2:4][C:3]1[C:5]2[CH:10]=[N:9][C:8]([S:11][CH3:12])=[N:7][C:6]=2[N:13]([CH2:18][CH2:19][CH2:20][O:21][Si:22]([C:25]([CH3:26])([CH3:28])[CH3:27])([CH3:23])[CH3:24])[C:14](=[O:16])[CH:15]=1.[C:25]([Si:22]([CH3:24])([CH3:23])[O:21][CH2:20][CH2:19][CH2:18][N:13]([C:6]1[C:5]([C:3]#[N:4])=[CH:10][N:9]=[C:8]([S:11][CH3:12])[N:7]=1)[C:14](=[O:16])[CH3:15])([CH3:28])([CH3:27])[CH3:26], predict the reactants needed to synthesize it. The reactants are: [H-].[Na+].[C:3]([C:5]1[C:6]([NH:13][C:14](=[O:16])[CH3:15])=[N:7][C:8]([S:11][CH3:12])=[N:9][CH:10]=1)#[N:4].Br[CH2:18][CH2:19][CH2:20][O:21][Si:22]([C:25]([CH3:28])([CH3:27])[CH3:26])([CH3:24])[CH3:23]. (7) The reactants are: [CH2:1](I)[C:2]([CH3:5])([CH3:4])[CH3:3].Br[C:8]1[CH:9]=[CH:10][C:11]([N:16]2[CH:20]=[CH:19][N:18]=[CH:17]2)=[C:12]([CH:15]=1)[C:13]#[N:14]. Given the product [CH3:3][C:2]([CH3:5])([CH3:4])[CH2:1][C:8]1[CH:9]=[CH:10][C:11]([N:16]2[CH:20]=[CH:19][N:18]=[CH:17]2)=[C:12]([CH:15]=1)[C:13]#[N:14], predict the reactants needed to synthesize it.